Dataset: CYP2C19 inhibition data for predicting drug metabolism from PubChem BioAssay. Task: Regression/Classification. Given a drug SMILES string, predict its absorption, distribution, metabolism, or excretion properties. Task type varies by dataset: regression for continuous measurements (e.g., permeability, clearance, half-life) or binary classification for categorical outcomes (e.g., BBB penetration, CYP inhibition). Dataset: cyp2c19_veith. (1) The molecule is CCOC(=O)c1c(C)n(C)c2ccc(OC)c(NC(=O)CN3CCN(Cc4ccccc4)CC3)c12. The result is 0 (non-inhibitor). (2) The drug is C[N+]1(CCN=C=NC2CCCCC2)CCOCC1.Cc1ccc(S(=O)(=O)O)cc1. The result is 0 (non-inhibitor). (3) The drug is CN(C)Cc1ccc(O)c(CN(C)C)n1. The result is 0 (non-inhibitor). (4) The molecule is Nc1cccc(OCc2nc(N)nc(N)c2-c2ccc(Cl)cc2)c1. The result is 0 (non-inhibitor). (5) The compound is Cc1ccccc1C(C(=O)NC1CCCC1)N(C(=O)Cc1cccs1)c1ccc2c(c1)OCCO2. The result is 1 (inhibitor).